This data is from Full USPTO retrosynthesis dataset with 1.9M reactions from patents (1976-2016). The task is: Predict the reactants needed to synthesize the given product. (1) Given the product [CH3:23][N:24]1[C:25]2[CH:30]=[C:29]([CH3:31])[CH:28]=[CH:27][C:26]=2[N:32]=[C:15]1[CH:11]1[CH2:12][CH2:13][CH2:14][CH:9]([NH:8][C:6](=[O:7])[C:5]2[CH:4]=[C:3]([O:2][CH3:1])[CH:20]=[C:19]([O:21][CH3:22])[CH:18]=2)[CH2:10]1, predict the reactants needed to synthesize it. The reactants are: [CH3:1][O:2][C:3]1[CH:4]=[C:5]([CH:18]=[C:19]([O:21][CH3:22])[CH:20]=1)[C:6]([NH:8][CH:9]1[CH2:14][CH2:13][CH2:12][CH:11]([C:15](O)=O)[CH2:10]1)=[O:7].[CH3:23][NH:24][C:25]1[C:26]([NH2:32])=[CH:27][CH:28]=[C:29]([CH3:31])[CH:30]=1. (2) Given the product [O:26]1[CH2:27][CH2:28][O:29][CH2:30][C@H:25]1[CH2:24][N:22]([CH3:23])[S:19]([NH:18][C:15]1[CH:16]=[CH:17][C:10]2[CH:9]=[CH:8][C:5]3=[N:6][CH:7]=[C:2]([C:35]4[CH:34]=[N:33][N:32]([CH3:31])[CH:36]=4)[CH:3]=[C:4]3[C:12](=[O:13])[C:11]=2[CH:14]=1)(=[O:21])=[O:20], predict the reactants needed to synthesize it. The reactants are: Cl[C:2]1[CH:3]=[C:4]2[C:12](=[O:13])[C:11]3[CH:14]=[C:15]([NH:18][S:19]([N:22]([CH2:24][CH:25]4[CH2:30][O:29][CH2:28][CH2:27][O:26]4)[CH3:23])(=[O:21])=[O:20])[CH:16]=[CH:17][C:10]=3[CH:9]=[CH:8][C:5]2=[N:6][CH:7]=1.[CH3:31][N:32]1[CH:36]=[C:35](B2OC(C)(C)C(C)(C)O2)[CH:34]=[N:33]1.[F-].[K+].